This data is from Catalyst prediction with 721,799 reactions and 888 catalyst types from USPTO. The task is: Predict which catalyst facilitates the given reaction. Reactant: [Cl:1][C:2]1[C:7]([NH:8][CH2:9][CH:10]2[CH2:12][CH:11]2[C:13]2[C:18]([O:19][CH3:20])=[CH:17][CH:16]=[CH:15][C:14]=2[F:21])=[CH:6][N:5]=[N:4][C:3]=1[NH:22][NH:23][C:24](=O)[CH2:25][C:26]([F:29])([F:28])[F:27].P(Cl)(Cl)(Cl)=O. Product: [Cl:1][C:2]1[C:3]2[N:4]([C:24]([CH2:25][C:26]([F:29])([F:28])[F:27])=[N:23][N:22]=2)[N:5]=[CH:6][C:7]=1[NH:8][CH2:9][CH:10]1[CH2:12][CH:11]1[C:13]1[C:18]([O:19][CH3:20])=[CH:17][CH:16]=[CH:15][C:14]=1[F:21]. The catalyst class is: 10.